From a dataset of Full USPTO retrosynthesis dataset with 1.9M reactions from patents (1976-2016). Predict the reactants needed to synthesize the given product. (1) Given the product [Br:17][C:12]1[CH:13]=[CH:14][C:15]2[CH2:16][CH2:5][CH2:6][CH2:7][C:8](=[O:9])[C:10]=2[CH:11]=1, predict the reactants needed to synthesize it. The reactants are: [Cl-].[Al+3].[Cl-].[Cl-].[CH2:5]1[CH2:16][C:15]2[C:10](=[CH:11][CH:12]=[CH:13][CH:14]=2)[C:8](=[O:9])[CH2:7][CH2:6]1.[Br:17]Br. (2) Given the product [CH:20]([N:16]1[C:15]([C:9]2[S:10][C:11]3[CH2:12][CH2:13][O:14][C:5]4[CH:4]=[CH:3][C:2]([C:31]5[C:26]([O:25][CH3:24])=[N:27][CH:28]=[CH:29][CH:30]=5)=[CH:23][C:6]=4[C:7]=3[N:8]=2)=[N:19][CH:18]=[N:17]1)([CH3:22])[CH3:21], predict the reactants needed to synthesize it. The reactants are: Br[C:2]1[CH:3]=[CH:4][C:5]2[O:14][CH2:13][CH2:12][C:11]3[S:10][C:9]([C:15]4[N:16]([CH:20]([CH3:22])[CH3:21])[N:17]=[CH:18][N:19]=4)=[N:8][C:7]=3[C:6]=2[CH:23]=1.[CH3:24][O:25][C:26]1[C:31](B(O)O)=[CH:30][CH:29]=[CH:28][N:27]=1. (3) Given the product [CH2:1]([O:3][C:4]([C:5]1([C:13]#[N:14])[CH:6]([C:7]2[CH:12]=[CH:11][CH:10]=[CH:9][CH:8]=2)[C:19]1([CH3:21])[CH3:20])=[O:15])[CH3:2], predict the reactants needed to synthesize it. The reactants are: [CH2:1]([O:3][C:4](=[O:15])/[C:5](/[C:13]#[N:14])=[CH:6]/[C:7]1[CH:12]=[CH:11][CH:10]=[CH:9][CH:8]=1)[CH3:2].[N+]([CH:19]([CH3:21])[CH3:20])([O-])=O.C(=O)([O-])[O-].[K+].[K+].[Na+].[Cl-].